This data is from HIV replication inhibition screening data with 41,000+ compounds from the AIDS Antiviral Screen. The task is: Binary Classification. Given a drug SMILES string, predict its activity (active/inactive) in a high-throughput screening assay against a specified biological target. (1) The drug is c1ccn2nncc2c1. The result is 0 (inactive). (2) The drug is Cc1nonc1NC(=O)OCc1ccccc1. The result is 0 (inactive). (3) The compound is OCc1ccc2c(c1)CC1(Cc3ccccc3C1)C2. The result is 0 (inactive). (4) The compound is COC1=CC(=O)C2C(C)C(c3ccc(Cl)cc3)C2C1=O. The result is 0 (inactive). (5) The compound is COc1c(C)c(-c2c(C)c(OC)c3c(c2OC)OCO3)c(OC)c2c1OCO2. The result is 0 (inactive). (6) The result is 0 (inactive). The compound is N#CC(C(=O)Nc1ccc(Cl)cc1)=C(N)N1CCCCC1. (7) The compound is O=c1ccn(CC=Cc2ccccc2)c(=S)n1CC=Cc1ccccc1. The result is 0 (inactive).